From a dataset of Human Reference Interactome with 51,813 positive PPI pairs across 8,248 proteins, plus equal number of experimentally-validated negative pairs. Binary Classification. Given two protein amino acid sequences, predict whether they physically interact or not. (1) Protein 1 (ENSG00000135951) has sequence MMRSRSKSPRRPSPTARGANCDVELLKTTTRDREELKCMLEKYERHLAEIQGNVKVLKSERDKIFLLYEQAQEEITRLRREMMKSCKSPKSTTAHAILRRVETERDVAFTDLRRMTTERDSLRERLKIAQETAFNEKAHLEQRIEELECTVHNLDDERMEQMSNMTLMKETISTVEKEMKSLARKAMDTESELGRQKAENNSLRLLYENTEKDLSDTQRHLAKKKYELQLTQEKIMCLDEKIDNFTRQNIAQREEISILGGTLNDLAKEKECLQACLDKKSENIASLGESLAMKEKTISG.... Protein 2 (ENSG00000143514) has sequence MRFGSKMMPMFLTVYLSNNEQHFTEVPVTPETICRDVVDLCKEPGESDCHLAEVWCGSERPVADNERMFDVLQRFGSQRNEVRFFLRHERPPGRDIVSGPRSQDPSLKRNGVKVPGEYRRKENGVNSPRMDLTLAELQEMASRQQQQIEAQQQLLATKEQRLKFLKQQDQRQQQQVAEQEKLKRLKEIAENQEAKLKKVRALKGHVEQKRLSNGKLVEEIEQMNNLFQQKQRELVLAVSKVEELTRQLEMLKNGRIDSHHDNQSAVAELDRLYKELQLRNKLNQEQNAKLQQQRECLNKR.... Result: 1 (the proteins interact). (2) Protein 1 (ENSG00000107551) has sequence MKEDCLPSSHVPISDSKSIQKSELLGLLKTYNCYHEGKSFQLRHREEEGTLIIEGLLNIAWGLRRPIRLQMQDDREQVHLPSTSWMPRRPSCPLKEPSPQNGNITAQGPSIQPVHKAESSTDSSGPLEEAEEAPQLMRTKSDASCMSQRRPKCRAPGEAQRIRRHRFSINGHFYNHKTSVFTPAYGSVTNVRVNSTMTTLQVLTLLLNKFRVEDGPSEFALYIVHESGERTKLKDCEYPLISRILHGPCEKIARIFLMEADLGVEVPHEVAQYIKFEMPVLDSFVEKLKEEEEREIIKLT.... Protein 2 (ENSG00000151388) has sequence MPCAQRSWLANLSVVAQLLNFGALCYGRQPQPGPVRFPDRRQEHFIKGLPEYHVVGPVRVDASGHFLSYGLHYPITSSRRKRDLDGSEDWVYYRISHEEKDLFFNLTVNQGFLSNSYIMEKRYGNLSHVKMMASSAPLCHLSGTVLQQGTRVGTAALSACHGLTGFFQLPHGDFFIEPVKKHPLVEGGYHPHIVYRRQKVPETKEPTCGLKDSVNISQKQELWREKWERHNLPSRSLSRRSISKERWVETLVVADTKMIEYHGSENVESYILTIMNMVTGLFHNPSIGNAIHIVVVRLIL.... Result: 0 (the proteins do not interact). (3) Protein 1 (ENSG00000123427) has sequence MADPGPDPESESESVFPREVGLFADSYSEKSQFCFCGHVLTITQNFGSRLGVAARVWDAALSLCNYFESQNVDFRGKKVIELGAGTGIVGILAALQGAYGLVRETEDDVIEQELWRGMRGACGHALSMSTMTPWESIKGSSVRGGCYHH*MADPGPDPESESESVFPREVGLFADSYSEKSQFCFCGHVLTITQNFGSRLGVAARVWDAALSLCNYFESQNVDFRGKKVIELGAGTGIVGILAALQGGDVTITDLPLALEQIQGNVQANVPAGGQAQVRALSWGIDHHVFPANYDLVLGA.... Protein 2 (ENSG00000172731) has sequence MLKKMGEAVARVARKVNETVESGSDTLDLAECKLVSFPIGIYKVLRNVSGQIHLITLANNELKSLTSKFMTTFSQLRDVPVEKLAAMPALRSINLRFNPLNAEVRVIAPPLIKFDMLMSPEGARAPLP*MLKKMGEAVARVARKVNETVESGSDTLDLAECKLVSFPIGIYKVLRNVSGQIHLITLANNELKSLTSKFMTTFSQLRELHLEGNFLHRLPSEVSALQHLKAIDLSRNQFQDFPEQLTALPALETINLEENEIVDVPVEKLAAMPALRSINLRFNPLNAEVRVIAPPLIKFD.... Result: 0 (the proteins do not interact).